Dataset: Peptide-MHC class I binding affinity with 185,985 pairs from IEDB/IMGT. Task: Regression. Given a peptide amino acid sequence and an MHC pseudo amino acid sequence, predict their binding affinity value. This is MHC class I binding data. (1) The peptide sequence is LYQPPQTSI. The MHC is HLA-A23:01 with pseudo-sequence HLA-A23:01. The binding affinity (normalized) is 0.292. (2) The peptide sequence is IDNNTFVRL. The MHC is HLA-A24:02 with pseudo-sequence HLA-A24:02. The binding affinity (normalized) is 0. (3) The peptide sequence is IINSVSIIL. The MHC is HLA-A02:06 with pseudo-sequence HLA-A02:06. The binding affinity (normalized) is 0.0609. (4) The peptide sequence is KEQLQLLMPL. The MHC is HLA-B44:02 with pseudo-sequence HLA-B44:02. The binding affinity (normalized) is 0.483. (5) The peptide sequence is YQVLVMVPK. The MHC is HLA-A68:02 with pseudo-sequence HLA-A68:02. The binding affinity (normalized) is 0.0847. (6) The peptide sequence is HFISNSWLM. The MHC is HLA-A30:02 with pseudo-sequence HLA-A30:02. The binding affinity (normalized) is 0.422. (7) The peptide sequence is TMRLRSEVL. The MHC is BoLA-AW10 with pseudo-sequence BoLA-AW10. The binding affinity (normalized) is 0.0641.